Dataset: Forward reaction prediction with 1.9M reactions from USPTO patents (1976-2016). Task: Predict the product of the given reaction. Given the reactants Br[C:2]1[CH:3]=[CH:4][C:5]([O:8][CH2:9][CH3:10])=[N:6][CH:7]=1.[B:11]1([B:11]2[O:15][C:14]([CH3:17])([CH3:16])[C:13]([CH3:19])([CH3:18])[O:12]2)[O:15][C:14]([CH3:17])([CH3:16])[C:13]([CH3:19])([CH3:18])[O:12]1.C([O-])(=O)C.[K+], predict the reaction product. The product is: [CH2:9]([O:8][C:5]1[CH:4]=[CH:3][C:2]([B:11]2[O:15][C:14]([CH3:17])([CH3:16])[C:13]([CH3:19])([CH3:18])[O:12]2)=[CH:7][N:6]=1)[CH3:10].